Dataset: Reaction yield outcomes from USPTO patents with 853,638 reactions. Task: Predict the reaction yield, written as a fraction of the theoretical maximum amount of product (1.0 means a 100% yield; for example, 0.34 means a 34% yield). (1) The reactants are [C:1]([O:9][CH2:10][C:11]1[C:15](Br)=[C:14]([CH3:17])[O:13][N:12]=1)(=[O:8])[C:2]1[CH:7]=[CH:6][CH:5]=[CH:4][CH:3]=1.COC1C=CC=C(OC)C=1C1C=CC=CC=1P(C1CCCCC1)C1CCCCC1.[CH3:47][C:48]1([CH3:55])[C:52]([CH3:54])([CH3:53])[O:51][BH:50][O:49]1.CCN(CC)CC. The catalyst is C1(C)C=CC=CC=1.CC([O-])=O.CC([O-])=O.[Pd+2]. The product is [C:1]([O:9][CH2:10][C:11]1[C:15]([B:50]2[O:51][C:52]([CH3:54])([CH3:53])[C:48]([CH3:55])([CH3:47])[O:49]2)=[C:14]([CH3:17])[O:13][N:12]=1)(=[O:8])[C:2]1[CH:7]=[CH:6][CH:5]=[CH:4][CH:3]=1. The yield is 1.00. (2) The reactants are [CH3:1][O:2][C:3](=[O:25])[CH:4]([O:6][C:7]1[CH:12]=[CH:11][C:10]([NH:13][C:14](=[O:24])[CH2:15][O:16]CC2C=CC=CC=2)=[CH:9][CH:8]=1)[CH3:5]. The catalyst is CO.[Pd]. The product is [CH3:1][O:2][C:3](=[O:25])[CH:4]([O:6][C:7]1[CH:12]=[CH:11][C:10]([NH:13][C:14](=[O:24])[CH2:15][OH:16])=[CH:9][CH:8]=1)[CH3:5]. The yield is 0.363. (3) The reactants are C(O)C.C([Cl:7])(=O)C.[CH2:8]([O:10][C:11]([C@@:13]1([NH:18][C:19]([C@@H:21]2[CH2:25][C@@H:24]([O:26][C:27](=[O:37])[C:28]3[CH:33]=[CH:32][C:31]([N+:34]([O-:36])=[O:35])=[CH:30][CH:29]=3)[CH2:23][N:22]2C(OC(C)(C)C)=O)=[O:20])[CH2:15][C@H:14]1[CH:16]=[CH2:17])=[O:12])[CH3:9]. The catalyst is CCOC(C)=O. The product is [Cl-:7].[CH2:8]([O:10][C:11]([C@@:13]1([NH:18][C:19]([C@@H:21]2[CH2:25][C@@H:24]([O:26][C:27](=[O:37])[C:28]3[CH:29]=[CH:30][C:31]([N+:34]([O-:36])=[O:35])=[CH:32][CH:33]=3)[CH2:23][NH2+:22]2)=[O:20])[CH2:15][C@H:14]1[CH:16]=[CH2:17])=[O:12])[CH3:9]. The yield is 1.00. (4) The reactants are [C:1]1([C:7]2[C:12]([C:13]3[CH:18]=[CH:17][N:16]=[CH:15][CH:14]=3)=[C:11]([C:19]3[CH:24]=[CH:23][CH:22]=[CH:21][CH:20]=3)[N:10]=[C:9]3[NH:25][N:26]=[CH:27][C:8]=23)[CH:6]=[CH:5][CH:4]=[CH:3][CH:2]=1.Br[CH2:29][CH2:30][N:31]1[C:35](=[O:36])[C:34]2=[CH:37][CH:38]=[CH:39][CH:40]=[C:33]2[C:32]1=[O:41]. No catalyst specified. The product is [C:1]1([C:7]2[C:8]3[C:9](=[N:25][N:26]([CH2:29][CH2:30][N:31]4[C:35](=[O:36])[C:34]5=[CH:37][CH:38]=[CH:39][CH:40]=[C:33]5[C:32]4=[O:41])[CH:27]=3)[N:10]=[C:11]([C:19]3[CH:24]=[CH:23][CH:22]=[CH:21][CH:20]=3)[C:12]=2[C:13]2[CH:18]=[CH:17][N:16]=[CH:15][CH:14]=2)[CH:6]=[CH:5][CH:4]=[CH:3][CH:2]=1. The yield is 0.310. (5) The reactants are [C:1]([Si:5]([CH3:19])([CH3:18])[O:6][CH2:7][C:8]1[CH:13]=[C:12]([O:14][CH3:15])[CH:11]=[CH:10][C:9]=1[CH2:16][CH3:17])([CH3:4])([CH3:3])[CH3:2].C1C(=O)N([Br:27])C(=O)C1. The catalyst is C(Cl)(Cl)(Cl)Cl. The product is [C:1]([Si:5]([CH3:19])([CH3:18])[O:6][CH2:7][C:8]1[CH:13]=[C:12]([O:14][CH3:15])[C:11]([Br:27])=[CH:10][C:9]=1[CH2:16][CH3:17])([CH3:3])([CH3:4])[CH3:2]. The yield is 0.620. (6) The reactants are [NH:1]1[CH2:7][CH2:6][CH2:5][C@H:2]1[CH2:3][OH:4].[CH2:8]([CH:10]1O[CH2:11]1)[Cl:9]. No catalyst specified. The product is [Cl:9][CH2:8][C@@H:10]1[O:4][CH2:3][C@@H:2]2[CH2:5][CH2:6][CH2:7][N:1]2[CH2:11]1. The yield is 0.150.